From a dataset of HIV replication inhibition screening data with 41,000+ compounds from the AIDS Antiviral Screen. Binary Classification. Given a drug SMILES string, predict its activity (active/inactive) in a high-throughput screening assay against a specified biological target. (1) The drug is Nc1cccc2cn[nH]c12. The result is 0 (inactive). (2) The compound is COC(=O)Nc1cc(N2CC=CCC2)n[c-](N)[n+]1=O. The result is 0 (inactive).